From a dataset of NCI-60 drug combinations with 297,098 pairs across 59 cell lines. Regression. Given two drug SMILES strings and cell line genomic features, predict the synergy score measuring deviation from expected non-interaction effect. (1) Drug 1: CCC1=CC2CC(C3=C(CN(C2)C1)C4=CC=CC=C4N3)(C5=C(C=C6C(=C5)C78CCN9C7C(C=CC9)(C(C(C8N6C)(C(=O)OC)O)OC(=O)C)CC)OC)C(=O)OC.C(C(C(=O)O)O)(C(=O)O)O. Drug 2: CC1=CC=C(C=C1)C2=CC(=NN2C3=CC=C(C=C3)S(=O)(=O)N)C(F)(F)F. Cell line: OVCAR-8. Synergy scores: CSS=37.2, Synergy_ZIP=0.817, Synergy_Bliss=-1.48, Synergy_Loewe=-0.101, Synergy_HSA=-0.353. (2) Drug 1: C1CCC(C(C1)N)N.C(=O)(C(=O)[O-])[O-].[Pt+4]. Drug 2: C1C(C(OC1N2C=NC3=C2NC=NCC3O)CO)O. Cell line: MCF7. Synergy scores: CSS=16.3, Synergy_ZIP=-9.04, Synergy_Bliss=1.74, Synergy_Loewe=-11.1, Synergy_HSA=-0.186. (3) Drug 1: CN1C(=O)N2C=NC(=C2N=N1)C(=O)N. Drug 2: CN(CCCl)CCCl.Cl. Cell line: HOP-92. Synergy scores: CSS=32.1, Synergy_ZIP=-6.57, Synergy_Bliss=-4.49, Synergy_Loewe=-10.3, Synergy_HSA=2.10. (4) Cell line: SK-OV-3. Synergy scores: CSS=1.54, Synergy_ZIP=-2.21, Synergy_Bliss=-2.66, Synergy_Loewe=-3.06, Synergy_HSA=-1.91. Drug 1: CC1=C(C(CCC1)(C)C)C=CC(=CC=CC(=CC(=O)O)C)C. Drug 2: C1CC(=O)NC(=O)C1N2C(=O)C3=CC=CC=C3C2=O. (5) Drug 1: CCN(CC)CCCC(C)NC1=C2C=C(C=CC2=NC3=C1C=CC(=C3)Cl)OC. Drug 2: C1C(C(OC1N2C=NC(=NC2=O)N)CO)O. Cell line: UO-31. Synergy scores: CSS=6.58, Synergy_ZIP=-4.22, Synergy_Bliss=-1.93, Synergy_Loewe=-3.89, Synergy_HSA=-3.20. (6) Drug 1: C1C(C(OC1N2C=NC3=C(N=C(N=C32)Cl)N)CO)O. Drug 2: C1=NC2=C(N=C(N=C2N1C3C(C(C(O3)CO)O)F)Cl)N. Cell line: NCI-H522. Synergy scores: CSS=4.03, Synergy_ZIP=-4.48, Synergy_Bliss=1.04, Synergy_Loewe=-3.98, Synergy_HSA=-0.899.